Dataset: Catalyst prediction with 721,799 reactions and 888 catalyst types from USPTO. Task: Predict which catalyst facilitates the given reaction. (1) Reactant: [NH2:1][C:2]1[N:7]=[CH:6][C:5]([O:8][C:9]2[CH:10]=[CH:11][C:12]([F:37])=[C:13]([NH:15][C:16]([NH:18][C:19]3[N:23]([C:24]4[CH:25]=[C:26]5[C:31](=[CH:32][CH:33]=4)[N:30]=[CH:29][CH:28]=[CH:27]5)[N:22]=[C:21]([CH:34]([CH3:36])[CH3:35])[CH:20]=3)=[O:17])[CH:14]=2)=[CH:4][CH:3]=1.N1C=CC=CC=1.[C:44](OC(=O)C)(=[O:46])[CH3:45]. Product: [C:44]([NH:1][C:2]1[N:7]=[CH:6][C:5]([O:8][C:9]2[CH:10]=[CH:11][C:12]([F:37])=[C:13]([NH:15][C:16]([NH:18][C:19]3[N:23]([C:24]4[CH:25]=[C:26]5[C:31](=[CH:32][CH:33]=4)[N:30]=[CH:29][CH:28]=[CH:27]5)[N:22]=[C:21]([CH:34]([CH3:35])[CH3:36])[CH:20]=3)=[O:17])[CH:14]=2)=[CH:4][CH:3]=1)(=[O:46])[CH3:45]. The catalyst class is: 2. (2) Reactant: C[O:2][C:3]([C:5]1[C:18]2[O:17][C:16]3[C:11](=[CH:12][CH:13]=[CH:14][CH:15]=3)[C:10](=[C:19]3[CH2:25][CH:24]4[N:26]([C:27](=[O:32])C(F)(F)F)[CH:21]([CH2:22][CH2:23]4)[CH2:20]3)[C:9]=2[CH:8]=[CH:7][CH:6]=1)=[O:4].[OH-:33].[Na+]. The catalyst class is: 12. Product: [C:5]([O:32][C:27]([N:26]1[CH:21]2[CH2:22][CH2:23][CH:24]1[CH2:25][C:19](=[C:10]1[C:9]3[CH:8]=[CH:7][CH:6]=[C:5]([C:3]([OH:2])=[O:4])[C:18]=3[O:17][C:16]3[C:11]1=[CH:12][CH:13]=[CH:14][CH:15]=3)[CH2:20]2)=[O:33])([CH3:18])([CH3:6])[CH3:3]. (3) Reactant: [C:1]1([PH:7](=[O:9])[OH:8])[CH:6]=[CH:5][CH:4]=[CH:3][CH:2]=1.[N:10]1[C:17]([NH2:18])=[N:16][C:14]([NH2:15])=[N:13][C:11]=1[NH2:12]. Product: [C:1]1([PH:7](=[O:8])[OH:9])[CH:6]=[CH:5][CH:4]=[CH:3][CH:2]=1.[N:10]1[C:17]([NH2:18])=[N:16][C:14]([NH2:15])=[N:13][C:11]=1[NH2:12]. The catalyst class is: 6. (4) Reactant: C(OC([NH:8][CH2:9][CH2:10][CH2:11][CH2:12][C@H:13]([NH:21][C:22]([NH:24][C@@H:25]1[CH2:40][C:39]2=[CH:41][CH:42]=[C:36]([CH:37]=[CH:38]2)[O:35][CH2:34][CH2:33][CH2:32][CH2:31][O:30][CH2:29][C@H:28]([CH:43]([CH3:45])[CH3:44])[NH:27][C:26]1=[O:46])=[O:23])[C:14]([O:16]C(C)(C)C)=[O:15])=O)(C)(C)C.FC(F)(F)C(O)=O. Product: [NH2:8][CH2:9][CH2:10][CH2:11][CH2:12][C@H:13]([NH:21][C:22]([NH:24][C@@H:25]1[CH2:40][C:39]2=[CH:38][CH:37]=[C:36]([CH:42]=[CH:41]2)[O:35][CH2:34][CH2:33][CH2:32][CH2:31][O:30][CH2:29][C@H:28]([CH:43]([CH3:44])[CH3:45])[NH:27][C:26]1=[O:46])=[O:23])[C:14]([OH:16])=[O:15]. The catalyst class is: 4. (5) Reactant: [CH2:1]([O:3][C:4]1[CH2:9][CH2:8][CH2:7][C:6](=[O:10])[CH:5]=1)[CH3:2].C1COCC1.C([N-]C(C)C)(C)C.[Li+].I[CH2:25][CH2:26][CH:27]([CH3:29])[CH3:28]. Product: [CH2:1]([O:3][C:4]1[CH2:9][CH2:8][CH:7]([CH2:25][CH2:26][CH:27]([CH3:29])[CH3:28])[C:6](=[O:10])[CH:5]=1)[CH3:2]. The catalyst class is: 6. (6) Reactant: [CH3:1][O:2][C:3]1[C:8]([O:9][CH3:10])=[CH:7][N:6]=[C:5]([NH:11][C:12](=O)[CH2:13][N:14]2[CH:18]=[C:17]([N+:19]([O-:21])=[O:20])[CH:16]=[N:15]2)[N:4]=1.Cl. Product: [CH3:1][O:2][C:3]1[C:8]([O:9][CH3:10])=[CH:7][N:6]=[C:5]([NH:11][CH2:12][CH2:13][N:14]2[CH:18]=[C:17]([N+:19]([O-:21])=[O:20])[CH:16]=[N:15]2)[N:4]=1. The catalyst class is: 49. (7) Reactant: C(OC(=O)[NH:7][CH:8]1[CH2:17][CH2:16][C:15]2[C:10](=[CH:11][C:12]([CH2:18][NH:19][S:20]([CH2:23][CH2:24][CH3:25])(=[O:22])=[O:21])=[CH:13][CH:14]=2)[CH:9]1[CH2:26][C:27]1[CH:32]=[CH:31][C:30]([Cl:33])=[C:29]([Cl:34])[CH:28]=1)(C)(C)C. Product: [ClH:33].[NH2:7][CH:8]1[CH:9]([CH2:26][C:27]2[CH:32]=[CH:31][C:30]([Cl:33])=[C:29]([Cl:34])[CH:28]=2)[C:10]2[CH:11]=[C:12]([CH2:18][NH:19][S:20]([CH2:23][CH2:24][CH3:25])(=[O:22])=[O:21])[CH:13]=[CH:14][C:15]=2[CH2:16][CH2:17]1. The catalyst class is: 33. (8) Reactant: C[N:2](/[CH:4]=[C:5]1/[C:6](=[O:15])[NH:7][CH2:8][C:9]2[C:14]/1=[CH:13][CH:12]=[CH:11][CH:10]=2)[CH3:3].[NH:16]1[CH:20]=[C:19]([C:21]2[CH:27]=[CH:26]C(N)=[CH:23][CH:22]=2)[N:18]=[CH:17]1. Product: [NH:16]1[CH:20]=[C:19]([C:21]2[CH:27]=[CH:26][C:3]([NH:2]/[CH:4]=[C:5]3\[C:6](=[O:15])[NH:7][CH2:8][C:9]4[C:14]\3=[CH:13][CH:12]=[CH:11][CH:10]=4)=[CH:23][CH:22]=2)[N:18]=[CH:17]1. The catalyst class is: 11.